From a dataset of Drug-target binding data from BindingDB using Ki measurements. Regression. Given a target protein amino acid sequence and a drug SMILES string, predict the binding affinity score between them. We predict pKi (pKi = -log10(Ki in M); higher means stronger inhibition). Dataset: bindingdb_ki. (1) The small molecule is OC1(c2ccc(Cl)cc2)c2ccccc2C2=NCCN21. The target is MLLARMKPQVQPELGGADQ. The pKi is 8.7. (2) The small molecule is NS(=O)(=O)c1nnc(/N=C/c2ccccc2/C=N/c2nnc(S(N)(=O)=O)s2)s1. The target protein (P43166) has sequence MTGHHGWGYGQDDGPSHWHKLYPIAQGDRQSPINIISSQAVYSPSLQPLELSYEACMSLSITNNGHSVQVDFNDSDDRTVVTGGPLEGPYRLKQFHFHWGKKHDVGSEHTVDGKSFPSELHLVHWNAKKYSTFGEAASAPDGLAVVGVFLETGDEHPSMNRLTDALYMVRFKGTKAQFSCFNPKCLLPASRHYWTYPGSLTTPPLSESVTWIVLREPICISERQMGKFRSLLFTSEDDERIHMVNNFRPPQPLKGRVVKASFRA. The pKi is 7.3. (3) The drug is CC[C@H](C)[C@H](NC(=O)[C@H](C)NC(=O)[C@H](CC(N)=O)NC(=O)[C@H](CCCCN)NC(=O)[C@H](Cc1ccccc1)NC(=O)[C@H](CC(C)C)NC(=O)[C@@H](NC(=O)[C@@H](NC(=O)[C@H](CC(C)C)NC(=O)[C@@H]1CCCN1C(=O)[C@@H](NC(=O)[C@H](CCC(N)=O)NC(=O)[C@H](CO)NC(=O)[C@H](CCCCN)NC(=O)[C@H](CCC(=O)O)NC(=O)[C@H](CO)NC(=O)[C@@H](NC(=O)[C@H](CCSC)NC(=O)[C@H](Cc1ccccc1)NC(=O)CNC(=O)CNC(=O)[C@@H](N)Cc1ccc(O)cc1)[C@@H](C)O)[C@@H](C)O)C(C)C)[C@@H](C)O)C(=O)N[C@H](C(=O)N[C@@H](CCCCN)C(=O)N[C@@H](CC(N)=O)C(=O)N[C@@H](C)C(=O)N[C@@H](Cc1cnc[nH]1)C(=O)N[C@@H](CCCCN)C(=O)N[C@@H](CCCCN)C(=O)NCC(=O)N[C@@H](CCC(N)=O)C(=O)O)C(C)C. The target protein (Q95223) has sequence MGDKGTRVFKKASPNGKLTVYLGKRGFVDHIDLVDPVDGVVLVDPEYLKERRVYVTLTCAFRYGREDLDVLGLTFRKDLFVANVQSFPPAPEDKKPLTRLQERLIKKLGEHAYPFTFEIPPKLPCSVTLQPGPEDTGKACGVDYEVKAFCAENLEEKIHKRNSVRLVIRKVQYAPERPGPHPTAETTRLFLMSDKPLHLEASLDKEIYYHGEPIIVNVHVTNNTNKTVKKIKISVRQYADICLFNTAQYKCPVAMEEADDTVAPSSTFCKVYTLTPFLANNREKRGLALDGKLKHEDTNLASSTLMREGANREILGIIVSYKVKVKLVVSRGGDVAVELPFTLMHPKPKEEPPHREVPENETPVDTNLIELDTNDDDIVFEDFARQRLKGMKDDKEEEDDVTGSPRLNDR. The pKi is 7.7. (4) The small molecule is CCC(CC)(Cc1ccc(C(=O)Oc2ccc(C(=N)N)cc2F)s1)C(=O)NCCC(=O)O. The target protein (P98073) has sequence MGSKRGISSRHHSLSSYEIMFAALFAILVVLCAGLIAVSCLTIKESQRGAALGQSHEARATFKITSGVTYNPNLQDKLSVDFKVLAFDLQQMIDEIFLSSNLKNEYKNSRVLQFENGSIIVVFDLFFAQWVSDENVKEELIQGLEANKSSQLVTFHIDLNSVDILDKLTTTSHLATPGNVSIECLPGSSPCTDALTCIKADLFCDGEVNCPDGSDEDNKMCATVCDGRFLLTGSSGSFQATHYPKPSETSVVCQWIIRVNQGLSIKLSFDDFNTYYTDILDIYEGVGSSKILRASIWETNPGTIRIFSNQVTATFLIESDESDYVGFNATYTAFNSSELNNYEKINCNFEDGFCFWVQDLNDDNEWERIQGSTFSPFTGPNFDHTFGNASGFYISTPTGPGGRQERVGLLSLPLDPTLEPACLSFWYHMYGENVHKLSINISNDQNMEKTVFQKEGNYGDNWNYGQVTLNETVKFKVAFNAFKNKILSDIALDDISLTYG.... The pKi is 9.0. (5) The compound is O=c1ccn([C@H]2C[C@H](O)[C@@H](COC(c3ccccc3)(c3ccccc3)c3ccccc3)O2)c(=O)[nH]1. The target protein sequence is MKRARSANIPGAILHSLAELQDGLNAMIDPSWRAVRSLDNWALAITMESTELLDSYPWKWWKNLNATPDLANVRIELVDIFHFSLSGAMQMRSTPDDEIPAASLKPLKEVMTTFLPAKECTSDPYGFVFFPLTDTQNAIASFRNIIQLANAYRFDVIIECIIYAAEDLGFNLVAYYIAKHTLNCIRQLSGYKDGSYVKVNNGVEDNSLLHNCIKDVSLDEVLDADKYVQAWNSIMANVYEAFQIKESDRKDAERWFALAKENRLAIKA. The pKi is 3.0. (6) The small molecule is COC(=O)[C@@H]1C[C@H](OC(C)=O)C(=O)[C@H]2[C@@]1(C)CC[C@H]1C(=O)O[C@H](c3ccoc3)C[C@]21C. The target protein sequence is MDSPIQIFRGEPGPTCAPSACLPPNSSAWFPGWAEPDSNGSAGSEDAQLEPAHISPAIPVIITAVYSVVFVVGLVGNSLVMFVIIRYTKMKTATNIYIFNLALADALVTTTMPFQSTVYLMNSWPFGDVLCKIVISIDYYNMFTSIFTLTMMSVDRYIAVCHPVKALDFRTPLKAKIINICIWLLSSSVGISAIVLGGTKVREDVDVIECSLQFPDDDYSWWDLFMKICVFIFAFVIPVLIIIVCYTLMILRLKSVRLLSGSREKDRNLRRITRLVLVVVAVFVVCWTPIHIFILVEALGSTSHSTAALSSYAFCIALGYTNSSLNPILYAFLDENFKRCFRDFCFPLKMRMERQSTSRVRNTVQDPAYLRDIDGMNKPV. The pKi is 5.8. (7) The compound is Cc1c(O)cccc1C(=O)N[C@@H](CSc1ccccc1)[C@H](O)CN1C[C@H]2CCCC[C@H]2C[C@H]1C(=O)NC(C)(C)C. The target protein sequence is PQVTLWQRPLVTIKIGGQLREALLDTGADDTIFEEISLPGRWKPKMIGGIGGFVKVRQYDQIPIEICGHKVIGTVLVGPTPANVIGRNLMTQIGCTLNF. The pKi is 5.9. (8) The drug is COc1ccccc1N1CCN(CCCCN2C(=O)c3ccccc3C2=O)CC1. The target protein sequence is MIGILFPAGAAPKYLCTYYDIVDYLNISSHDKLHTYILPKKDLQEPVEVTMDFFLVAILSVVEKLQTVSFYFVLNLEWQNPFATWNPRDFCNISEIVLPMDTYWSPPIFFLERVNGQNPELNYVVLMHNGSFNSTRPYQVTLTCSLIILKFPFDTQMCNLSVASFLYPVTDFVMKTRRTPAEIMEDSRSFILTDGEWKFTNLSIVEFTAMMDDKGFSVVTYVISMERRPTLYVLNLILPTCALYLLDMAVLFGPSSLEEKINFQIAIILGSSMLAVILNNSLPTSSNKPPIIVVFFLGTFLLMIMAVLDTFFLLYQQRKSLRLDKVLRSFQQDPQELPKRPMGTLAKGGPQLLPPPKKAQGQGQLTKRLWQLQELDPFLPVLEKVLLFSHLFLSLIFFTVVSIKWSS. The pKi is 6.5.